This data is from Catalyst prediction with 721,799 reactions and 888 catalyst types from USPTO. The task is: Predict which catalyst facilitates the given reaction. (1) Reactant: [NH2:1][C@H:2]([C:17]1[CH:22]=[CH:21][CH:20]=[CH:19][CH:18]=1)[C:3]12[N:9]([C:10]([O:12][C:13]([CH3:16])([CH3:15])[CH3:14])=[O:11])[CH:6]([CH2:7][CH2:8]1)[CH2:5][CH2:4]2.CCN(C(C)C)C(C)C.Cl[C:33]([O:35][CH2:36][C:37]1[CH:42]=[CH:41][CH:40]=[CH:39][CH:38]=1)=[O:34]. Product: [CH2:36]([O:35][C:33]([NH:1][C@H:2]([C:17]1[CH:18]=[CH:19][CH:20]=[CH:21][CH:22]=1)[C:3]12[N:9]([C:10]([O:12][C:13]([CH3:16])([CH3:14])[CH3:15])=[O:11])[CH:6]([CH2:7][CH2:8]1)[CH2:5][CH2:4]2)=[O:34])[C:37]1[CH:42]=[CH:41][CH:40]=[CH:39][CH:38]=1. The catalyst class is: 4. (2) Reactant: [C:1]([CH:4]1[C:8](=O)[CH:7]([C:10]2[CH:15]=[CH:14][C:13]([Cl:16])=[CH:12][CH:11]=2)[N:6]([C:17]2[CH:22]=[C:21]([CH3:23])[C:20](=[O:24])[N:19]([CH3:25])[CH:18]=2)[C:5]1=[O:26])(=O)[CH3:2].[CH3:27][NH:28][NH2:29]. Product: [Cl:16][C:13]1[CH:14]=[CH:15][C:10]([CH:7]2[C:8]3[N:28]([CH3:27])[N:29]=[C:1]([CH3:2])[C:4]=3[C:5](=[O:26])[N:6]2[C:17]2[CH:22]=[C:21]([CH3:23])[C:20](=[O:24])[N:19]([CH3:25])[CH:18]=2)=[CH:11][CH:12]=1. The catalyst class is: 513. (3) Reactant: [CH3:1][C@@H:2]1[CH2:6][CH2:5][CH2:4][C@H:3]1[OH:7].[H-].[Na+].Cl[C:11]1[CH:12]=[CH:13][C:14]2[CH2:15][N:16]([C:22]([O:24][C:25]([CH3:28])([CH3:27])[CH3:26])=[O:23])[CH2:17][CH2:18][O:19][C:20]=2[N:21]=1.O. Product: [CH3:1][C@@H:2]1[CH2:6][CH2:5][CH2:4][C@H:3]1[O:7][C:11]1[CH:12]=[CH:13][C:14]2[CH2:15][N:16]([C:22]([O:24][C:25]([CH3:28])([CH3:27])[CH3:26])=[O:23])[CH2:17][CH2:18][O:19][C:20]=2[N:21]=1. The catalyst class is: 733. (4) Reactant: FC(F)(F)C(O)=O.[CH2:8]([O:10][C:11](=[O:53])[CH2:12][C:13]1[CH:18]=[C:17]([C:19]2[CH:24]=[CH:23][C:22]([C:25]([C:30]3[CH:35]=[CH:34][C:33]([CH2:36][CH2:37][CH:38]([O:43][Si](C(C)(C)C)(C)C)[C:39]([CH3:42])([CH3:41])[CH3:40])=[C:32]([CH3:51])[CH:31]=3)([CH2:28][CH3:29])[CH2:26][CH3:27])=[CH:21][C:20]=2[CH3:52])[N:16]=[N:15][CH:14]=1)[CH3:9]. Product: [CH2:8]([O:10][C:11](=[O:53])[CH2:12][C:13]1[CH:18]=[C:17]([C:19]2[CH:24]=[CH:23][C:22]([C:25]([CH2:26][CH3:27])([C:30]3[CH:35]=[CH:34][C:33]([CH2:36][CH2:37][CH:38]([OH:43])[C:39]([CH3:40])([CH3:41])[CH3:42])=[C:32]([CH3:51])[CH:31]=3)[CH2:28][CH3:29])=[CH:21][C:20]=2[CH3:52])[N:16]=[N:15][CH:14]=1)[CH3:9]. The catalyst class is: 4. (5) Reactant: C[O:2][C:3]1[CH:4]=[C:5]([CH2:9][N:10]2[CH:14]=[CH:13][N:12]=[C:11]2[CH3:15])[N:6]=[N:7][CH:8]=1.[OH-].[Na+]. Product: [CH3:15][C:11]1[N:10]([CH2:9][C:5]2[NH:6][N:7]=[CH:8][C:3](=[O:2])[CH:4]=2)[CH:14]=[CH:13][N:12]=1. The catalyst class is: 12.